This data is from Peptide-MHC class I binding affinity with 185,985 pairs from IEDB/IMGT. The task is: Regression. Given a peptide amino acid sequence and an MHC pseudo amino acid sequence, predict their binding affinity value. This is MHC class I binding data. (1) The peptide sequence is ELIRRVRRY. The MHC is HLA-A26:02 with pseudo-sequence HLA-A26:02. The binding affinity (normalized) is 1.00. (2) The peptide sequence is FMRERQLPQ. The MHC is HLA-A11:01 with pseudo-sequence HLA-A11:01. The binding affinity (normalized) is 0.213. (3) The peptide sequence is TPRSPSVEV. The MHC is HLA-B07:02 with pseudo-sequence HLA-B07:02. The binding affinity (normalized) is 0.956. (4) The peptide sequence is ITTEQYAWF. The MHC is HLA-A26:02 with pseudo-sequence HLA-A26:02. The binding affinity (normalized) is 0.936. (5) The peptide sequence is FALLKRAFL. The MHC is H-2-Db with pseudo-sequence H-2-Db. The binding affinity (normalized) is 0.564. (6) The peptide sequence is QIMEVTAKW. The MHC is HLA-A32:01 with pseudo-sequence HLA-A32:01. The binding affinity (normalized) is 0.612. (7) The peptide sequence is EVAESVMFM. The MHC is HLA-A03:01 with pseudo-sequence HLA-A03:01. The binding affinity (normalized) is 0.0847.